Regression. Given a peptide amino acid sequence and an MHC pseudo amino acid sequence, predict their binding affinity value. This is MHC class I binding data. From a dataset of Peptide-MHC class I binding affinity with 185,985 pairs from IEDB/IMGT. The peptide sequence is AEIPKLAYF. The MHC is H-2-Kk with pseudo-sequence H-2-Kk. The binding affinity (normalized) is 0.265.